From a dataset of Full USPTO retrosynthesis dataset with 1.9M reactions from patents (1976-2016). Predict the reactants needed to synthesize the given product. (1) The reactants are: [OH:1][C:2]1[CH:3]=[CH:4][C:5]([O:8][C:9]2[CH:14]=[CH:13][C:12]([CH2:15][CH2:16][C@@H:17]([NH:19][C:20](=[O:22])[CH3:21])[CH3:18])=[CH:11][CH:10]=2)=[N:6][CH:7]=1.I[CH:24]([CH3:26])[CH3:25]. Given the product [CH:24]([O:1][C:2]1[CH:3]=[CH:4][C:5]([O:8][C:9]2[CH:14]=[CH:13][C:12]([CH2:15][CH2:16][C@@H:17]([NH:19][C:20](=[O:22])[CH3:21])[CH3:18])=[CH:11][CH:10]=2)=[N:6][CH:7]=1)([CH3:26])[CH3:25], predict the reactants needed to synthesize it. (2) Given the product [C:20]1([C@H:18]2[O:17][C:16](=[O:26])[N:15]([CH2:14][C:13]3[CH:12]=[CH:11][C:10]([CH2:9][O:1][C:2]4[CH:3]=[N:4][CH:5]=[CH:6][CH:7]=4)=[CH:28][CH:27]=3)[CH2:19]2)[CH:25]=[CH:24][CH:23]=[CH:22][CH:21]=1, predict the reactants needed to synthesize it. The reactants are: [OH:1][C:2]1[CH:3]=[N:4][CH:5]=[CH:6][CH:7]=1.Br[CH2:9][C:10]1[CH:28]=[CH:27][C:13]([CH2:14][N:15]2[CH2:19][C@@H:18]([C:20]3[CH:25]=[CH:24][CH:23]=[CH:22][CH:21]=3)[O:17][C:16]2=[O:26])=[CH:12][CH:11]=1.[H-].[Na+]. (3) Given the product [C:28]([O:52][CH:53]1[CH2:54][C:55]([CH3:63])([CH3:62])[N:56]([O:61][CH2:64][CH2:65][CH2:66][CH2:67][CH2:68][CH2:69][CH2:70][CH2:71][CH2:72][CH2:73][CH2:74][CH2:75][OH:80])[C:57]([CH3:60])([CH3:59])[CH2:58]1)(=[O:51])[CH2:29][CH2:30][CH2:31][CH2:32][CH2:33][CH2:34][CH2:35][CH2:36][C:37]([O:39][CH:40]1[CH2:41][C:42]([CH3:49])([CH3:50])[N:43]([O:48][CH2:15][CH2:16][CH2:17][CH2:18][CH2:19][CH2:20][CH2:21][CH2:22][CH2:23][CH2:24][CH2:25][CH2:26][OH:27])[C:44]([CH3:46])([CH3:47])[CH2:45]1)=[O:38], predict the reactants needed to synthesize it. The reactants are: C([SnH](CCCC)CCCC)CCC.Br[CH2:15][CH2:16][CH2:17][CH2:18][CH2:19][CH2:20][CH2:21][CH2:22][CH2:23][CH2:24][CH2:25][CH2:26][OH:27].[C:28]([O:52][CH:53]1[CH2:58][C:57]([CH3:60])([CH3:59])[N:56]([OH:61])[C:55]([CH3:63])([CH3:62])[CH2:54]1)(=[O:51])[CH2:29][CH2:30][CH2:31][CH2:32][CH2:33][CH2:34][CH2:35][CH2:36][C:37]([O:39][CH:40]1[CH2:45][C:44]([CH3:47])([CH3:46])[N:43]([OH:48])[C:42]([CH3:50])([CH3:49])[CH2:41]1)=[O:38].[CH3:64][CH2:65][CH2:66][CH2:67][CH2:68][CH2:69][CH3:70].[CH3:71][CH2:72][CH2:73][CH2:74][CH2:75]CC.C(OCC)(=[O:80])C. (4) Given the product [C:21]([C:2]1[CH:3]=[C:4]2[C:8](=[CH:9][CH:10]=1)[N:7]([C:11]([NH:13][CH2:14][CH2:15][C:16]([O:18][CH2:19][CH3:20])=[O:17])=[O:12])[CH2:6][CH2:5]2)#[C:22][CH2:23][CH2:24][CH2:25][CH2:26][CH2:27][CH3:28], predict the reactants needed to synthesize it. The reactants are: I[C:2]1[CH:3]=[C:4]2[C:8](=[CH:9][CH:10]=1)[N:7]([C:11]([NH:13][CH2:14][CH2:15][C:16]([O:18][CH2:19][CH3:20])=[O:17])=[O:12])[CH2:6][CH2:5]2.[CH:21]#[C:22][CH2:23][CH2:24][CH2:25][CH2:26][CH2:27][CH3:28]. (5) Given the product [F:13][C:12]1[CH:11]=[CH:10][CH:9]=[C:8]([F:14])[C:7]=1[N:6]1[C:2]([NH2:1])=[CH:3][CH:4]=[N:5]1, predict the reactants needed to synthesize it. The reactants are: [NH2:1][C:2]1[N:6]([C:7]2[C:12]([F:13])=[CH:11][CH:10]=[CH:9][C:8]=2[F:14])[N:5]=[CH:4][C:3]=1C#N. (6) Given the product [OH:38][C:33]1[CH:34]=[CH:35][CH:36]=[CH:37][C:32]=1[N:11]1[CH:12]=[C:13]([C:14]([O:16][CH2:17][CH3:18])=[O:15])[C:9]([C:8]([F:7])([F:19])[F:20])=[N:10]1, predict the reactants needed to synthesize it. The reactants are: C([O-])([O-])=O.[K+].[K+].[F:7][C:8]([F:20])([F:19])[C:9]1[C:13]([C:14]([O:16][CH2:17][CH3:18])=[O:15])=[CH:12][NH:11][N:10]=1.CN[C@H]1CCCC[C@@H]1NC.Br[C:32]1[CH:37]=[CH:36][CH:35]=[CH:34][C:33]=1[OH:38]. (7) The reactants are: Cl[C:2]1[CH:7]=[C:6]([O:8][C:9]2[C:10]([CH3:18])=[N:11][C:12]([N+:15]([O-:17])=[O:16])=[CH:13][CH:14]=2)[CH:5]=[CH:4][N:3]=1.[C:19](=[O:26])([O:21][C:22]([CH3:25])([CH3:24])[CH3:23])[NH2:20].C([O-])([O-])=O.[Cs+].[Cs+]. Given the product [CH3:18][C:10]1[C:9]([O:8][C:6]2[CH:5]=[CH:4][N:3]=[C:2]([NH:20][C:19](=[O:26])[O:21][C:22]([CH3:25])([CH3:24])[CH3:23])[CH:7]=2)=[CH:14][CH:13]=[C:12]([N+:15]([O-:17])=[O:16])[N:11]=1, predict the reactants needed to synthesize it.